This data is from NCI-60 drug combinations with 297,098 pairs across 59 cell lines. The task is: Regression. Given two drug SMILES strings and cell line genomic features, predict the synergy score measuring deviation from expected non-interaction effect. (1) Drug 1: C1CN(CCN1C(=O)CCBr)C(=O)CCBr. Drug 2: C(CCl)NC(=O)N(CCCl)N=O. Cell line: SF-539. Synergy scores: CSS=34.4, Synergy_ZIP=3.11, Synergy_Bliss=4.37, Synergy_Loewe=3.11, Synergy_HSA=6.50. (2) Drug 1: CCCS(=O)(=O)NC1=C(C(=C(C=C1)F)C(=O)C2=CNC3=C2C=C(C=N3)C4=CC=C(C=C4)Cl)F. Drug 2: C1CN(P(=O)(OC1)NCCCl)CCCl. Cell line: CCRF-CEM. Synergy scores: CSS=8.37, Synergy_ZIP=1.19, Synergy_Bliss=2.94, Synergy_Loewe=1.24, Synergy_HSA=0.633. (3) Drug 1: C1CN1C2=NC(=NC(=N2)N3CC3)N4CC4. Drug 2: CCC1=CC2CC(C3=C(CN(C2)C1)C4=CC=CC=C4N3)(C5=C(C=C6C(=C5)C78CCN9C7C(C=CC9)(C(C(C8N6C)(C(=O)OC)O)OC(=O)C)CC)OC)C(=O)OC.C(C(C(=O)O)O)(C(=O)O)O. Cell line: HCT116. Synergy scores: CSS=81.7, Synergy_ZIP=-1.31, Synergy_Bliss=-3.09, Synergy_Loewe=-3.57, Synergy_HSA=-0.451. (4) Drug 1: C1=CC(=CC=C1CCCC(=O)O)N(CCCl)CCCl. Drug 2: C1C(C(OC1N2C=C(C(=O)NC2=O)F)CO)O. Cell line: EKVX. Synergy scores: CSS=-2.07, Synergy_ZIP=-5.87, Synergy_Bliss=-12.8, Synergy_Loewe=-11.1, Synergy_HSA=-10.3. (5) Drug 1: C1=NC2=C(N1)C(=S)N=C(N2)N. Drug 2: C1CC(C1)(C(=O)O)C(=O)O.[NH2-].[NH2-].[Pt+2]. Cell line: KM12. Synergy scores: CSS=27.0, Synergy_ZIP=-7.57, Synergy_Bliss=-14.8, Synergy_Loewe=-30.5, Synergy_HSA=-12.5. (6) Drug 1: CC12CCC(CC1=CCC3C2CCC4(C3CC=C4C5=CN=CC=C5)C)O. Drug 2: CC(C1=C(C=CC(=C1Cl)F)Cl)OC2=C(N=CC(=C2)C3=CN(N=C3)C4CCNCC4)N. Cell line: HT29. Synergy scores: CSS=21.7, Synergy_ZIP=-3.64, Synergy_Bliss=6.23, Synergy_Loewe=4.21, Synergy_HSA=5.28. (7) Drug 1: CC(C1=C(C=CC(=C1Cl)F)Cl)OC2=C(N=CC(=C2)C3=CN(N=C3)C4CCNCC4)N. Drug 2: CC1C(C(CC(O1)OC2CC(CC3=C2C(=C4C(=C3O)C(=O)C5=C(C4=O)C(=CC=C5)OC)O)(C(=O)CO)O)N)O.Cl. Cell line: SK-MEL-28. Synergy scores: CSS=33.7, Synergy_ZIP=-0.631, Synergy_Bliss=-1.18, Synergy_Loewe=-10.1, Synergy_HSA=-3.64.